This data is from Forward reaction prediction with 1.9M reactions from USPTO patents (1976-2016). The task is: Predict the product of the given reaction. (1) Given the reactants Cl[C:2]1[C:3]([CH:5]=[C:6]([NH:10][C:11]2[C:20]3[C:15](=[CH:16][C:17]([O:23][CH2:24][CH2:25][O:26][CH3:27])=[C:18]([O:21][CH3:22])[CH:19]=3)[N:14]=[CH:13][N:12]=2)[C:7](=[O:9])[CH:8]=1)=[O:4].Cl.[N:29]1[CH:34]=CC=[CH:31][CH:30]=1.CNCC, predict the reaction product. The product is: [CH2:30]([N:29]([CH3:34])[C:2]1[C:3]([CH:5]=[C:6]([NH:10][C:11]2[C:20]3[C:15](=[CH:16][C:17]([O:23][CH2:24][CH2:25][O:26][CH3:27])=[C:18]([O:21][CH3:22])[CH:19]=3)[N:14]=[CH:13][N:12]=2)[C:7](=[O:9])[CH:8]=1)=[O:4])[CH3:31]. (2) Given the reactants [NH2:1][C:2]1[N:33]([CH2:34][C:35]([OH:38])([CH3:37])[CH3:36])[C:6]2[N:7]=[C:8]([NH:11][C:12]3[CH:17]=[CH:16][C:15]([CH:18]4[CH2:23][CH2:22][N:21](C(OC(C)(C)C)=O)[CH2:20][CH2:19]4)=[CH:14][C:13]=3[O:31][CH3:32])[N:9]=[CH:10][C:5]=2[C:4](=[O:39])[C:3]=1[C:40](=[O:42])[NH2:41].[ClH:43].CCOCC, predict the reaction product. The product is: [ClH:43].[NH2:1][C:2]1[N:33]([CH2:34][C:35]([OH:38])([CH3:37])[CH3:36])[C:6]2[N:7]=[C:8]([NH:11][C:12]3[CH:17]=[CH:16][C:15]([CH:18]4[CH2:19][CH2:20][NH:21][CH2:22][CH2:23]4)=[CH:14][C:13]=3[O:31][CH3:32])[N:9]=[CH:10][C:5]=2[C:4](=[O:39])[C:3]=1[C:40]([NH2:41])=[O:42]. (3) Given the reactants [OH-].[Na+].CC(C)(C)C(OC[N:9]1[C:18](=[O:19])[C:17]2[C:12](=[CH:13][C:14]([CH3:47])=[C:15]([CH2:20][N:21]([CH2:44][C:45]#[CH:46])[C:22]3[CH:42]=[CH:41][C:25]([C:26]([NH:28][C@@H:29]([CH2:34][CH2:35][C:36]4[NH:40][N:39]=[N:38][N:37]=4)[C:30]([O:32]C)=[O:31])=[O:27])=[C:24]([F:43])[CH:23]=3)[CH:16]=2)[N:11]=[C:10]1[CH3:48])=O.O1CCCC1.S(=O)(O)[O-].[Na+], predict the reaction product. The product is: [CH3:48][C:10]1[NH:9][C:18](=[O:19])[C:17]2[C:12](=[CH:13][C:14]([CH3:47])=[C:15]([CH2:20][N:21]([CH2:44][C:45]#[CH:46])[C:22]3[CH:42]=[CH:41][C:25]([C:26]([NH:28][C@@H:29]([CH2:34][CH2:35][C:36]4[NH:40][N:39]=[N:38][N:37]=4)[C:30]([OH:32])=[O:31])=[O:27])=[C:24]([F:43])[CH:23]=3)[CH:16]=2)[N:11]=1. (4) Given the reactants [OH:1][NH2:2].C([O:5][C:6](=O)[CH2:7][CH2:8][CH2:9][CH2:10][CH2:11][CH2:12][N:13]([C:20]1[CH:25]=[C:24]([C:26]2[CH:31]=[CH:30][C:29](F)=[CH:28][CH:27]=2)[CH:23]=[CH:22][N:21]=1)[C:14]1[CH:19]=[CH:18][CH:17]=[CH:16][N:15]=1)C.C[N:35](C=O)C, predict the reaction product. The product is: [OH:1][NH:2][C:6](=[O:5])[CH2:7][CH2:8][CH2:9][CH2:10][CH2:11][CH2:12][N:13]([C:20]1[CH:25]=[C:24]([C:26]2[CH:27]=[CH:28][C:29]([NH2:35])=[CH:30][CH:31]=2)[CH:23]=[CH:22][N:21]=1)[C:14]1[CH:19]=[CH:18][CH:17]=[CH:16][N:15]=1. (5) The product is: [CH3:1][O:2][C:3]1[CH:4]=[C:5]([C:11]2[N:12]=[C:13]3[CH2:22][N:24]([C:25]4[CH:26]=[N:27][N:28]([CH2:30][C:31]#[N:32])[CH:29]=4)[C:17](=[O:19])[C:14]3=[CH:15][CH:16]=2)[CH:6]=[N:7][C:8]=1[O:9][CH3:10]. Given the reactants [CH3:1][O:2][C:3]1[CH:4]=[C:5]([C:11]2[CH:16]=[CH:15][C:14]([C:17]([O:19]CC)=O)=[C:13]([CH2:22]Br)[N:12]=2)[CH:6]=[N:7][C:8]=1[O:9][CH3:10].[NH2:24][C:25]1[CH:26]=[N:27][N:28]([CH2:30][C:31]#[N:32])[CH:29]=1.C(=O)([O-])[O-].[Na+].[Na+].O, predict the reaction product. (6) Given the reactants Br[C:2]1[C:3]([C:20]2[S:21][C:22]([Cl:25])=[CH:23][CH:24]=2)=[N:4][C:5]([NH:8][CH2:9][CH2:10][N:11]2[C:15]([CH3:17])([CH3:16])[C:14](=[O:18])[NH:13][C:12]2=[O:19])=[N:6][CH:7]=1.[OH:26][CH2:27][C:28]1[CH:29]=[C:30](B(O)O)[CH:31]=[CH:32][CH:33]=1, predict the reaction product. The product is: [Cl:25][C:22]1[S:21][C:20]([C:3]2[C:2]([C:32]3[CH:31]=[CH:30][CH:29]=[C:28]([CH2:27][OH:26])[CH:33]=3)=[CH:7][N:6]=[C:5]([NH:8][CH2:9][CH2:10][N:11]3[C:15]([CH3:17])([CH3:16])[C:14](=[O:18])[NH:13][C:12]3=[O:19])[N:4]=2)=[CH:24][CH:23]=1. (7) Given the reactants [Cl:1][C:2]1[CH:7]=[CH:6][C:5]([C:8]2[N:13]=[C:12]([C:14]([O:16][CH2:17][CH3:18])=[O:15])[C:11]([CH2:19]O)=[N:10][C:9]=2[C:21]2[CH:26]=[CH:25][C:24]([CH3:27])=[CH:23][CH:22]=2)=[CH:4][CH:3]=1.[NH:28]1[CH:32]=[N:31][N:30]=[N:29]1.C1(P(C2C=CC=CC=2)C2C=CC=CC=2)C=CC=CC=1, predict the reaction product. The product is: [Cl:1][C:2]1[CH:3]=[CH:4][C:5]([C:8]2[N:13]=[C:12]([C:14]([O:16][CH2:17][CH3:18])=[O:15])[C:11]([CH2:19][N:29]3[N:30]=[N:31][CH:32]=[N:28]3)=[N:10][C:9]=2[C:21]2[CH:22]=[CH:23][C:24]([CH3:27])=[CH:25][CH:26]=2)=[CH:6][CH:7]=1. (8) Given the reactants Cl[C:2]1[CH:3]=[C:4]([C:34]([F:37])([F:36])[F:35])[C:5]([N:8]2[C:12]3=[N:13][CH:14]=[N:15][C:16]([O:17][C@@H:18]([CH2:29][O:30][CH:31]([CH3:33])[CH3:32])[C:19]([NH:21][C:22]4[CH:27]=[CH:26][C:25]([CH3:28])=[CH:24][N:23]=4)=[O:20])=[C:11]3[CH:10]=[N:9]2)=[N:6][CH:7]=1, predict the reaction product. The product is: [CH:31]([O:30][CH2:29][C@H:18]([O:17][C:16]1[N:15]=[CH:14][N:13]=[C:12]2[N:8]([C:5]3[C:4]([C:34]([F:37])([F:36])[F:35])=[CH:3][CH:2]=[CH:7][N:6]=3)[N:9]=[CH:10][C:11]=12)[C:19]([NH:21][C:22]1[CH:27]=[CH:26][C:25]([CH3:28])=[CH:24][N:23]=1)=[O:20])([CH3:33])[CH3:32].